From a dataset of Catalyst prediction with 721,799 reactions and 888 catalyst types from USPTO. Predict which catalyst facilitates the given reaction. Reactant: C([Li])(C)(C)C.[C:6]([C:10]1[CH:15]=[CH:14][C:13]([O:16][CH2:17][O:18][CH3:19])=[CH:12][CH:11]=1)([CH3:9])([CH3:8])[CH3:7].[B:20](OC)([O:23]C)[O:21]C. Product: [C:6]([C:10]1[CH:15]=[CH:14][C:13]([O:16][CH2:17][O:18][CH3:19])=[C:12]([B:20]([OH:23])[OH:21])[CH:11]=1)([CH3:9])([CH3:7])[CH3:8]. The catalyst class is: 605.